This data is from Peptide-MHC class II binding affinity with 134,281 pairs from IEDB. The task is: Regression. Given a peptide amino acid sequence and an MHC pseudo amino acid sequence, predict their binding affinity value. This is MHC class II binding data. (1) The peptide sequence is YDKFLANVSSVLTGK. The MHC is DRB1_0405 with pseudo-sequence DRB1_0405. The binding affinity (normalized) is 0.716. (2) The peptide sequence is GELQIVDKIDAAKKI. The MHC is DRB1_0401 with pseudo-sequence DRB1_0401. The binding affinity (normalized) is 0.514. (3) The peptide sequence is KASPVLAFPAGVCPT. The MHC is HLA-DQA10301-DQB10302 with pseudo-sequence HLA-DQA10301-DQB10302. The binding affinity (normalized) is 0.198. (4) The peptide sequence is SYNKRVFCEAVRRVA. The MHC is DRB3_0101 with pseudo-sequence DRB3_0101. The binding affinity (normalized) is 0.359. (5) The peptide sequence is GELQIVDKIDEAFKI. The MHC is DRB1_0101 with pseudo-sequence DRB1_0101. The binding affinity (normalized) is 0.544. (6) The MHC is HLA-DQA10501-DQB10301 with pseudo-sequence HLA-DQA10501-DQB10301. The peptide sequence is AVPLRLLGGLHRMVL. The binding affinity (normalized) is 0.311. (7) The peptide sequence is KPILWDYFSLVLTNA. The MHC is DRB1_0101 with pseudo-sequence DRB1_0101. The binding affinity (normalized) is 0.731. (8) The peptide sequence is SLFFSRRFKYLLNVS. The MHC is DRB1_0101 with pseudo-sequence DRB1_0101. The binding affinity (normalized) is 0.933.